From a dataset of Forward reaction prediction with 1.9M reactions from USPTO patents (1976-2016). Predict the product of the given reaction. (1) Given the reactants [Br:1][C:2]1[CH:7]=[CH:6][C:5]([C@H:8]2[N:11]([C:12]3[CH:17]=[CH:16][CH:15]=[CH:14][CH:13]=3)[C:10](=[O:18])[C@@H:9]2[CH2:19][CH2:20][C@H:21]([OH:29])[C:22]2[CH:27]=[CH:26][C:25]([F:28])=[CH:24][CH:23]=2)=[C:4]([O:30][CH2:31][C:32]2[CH:37]=[CH:36][CH:35]=[CH:34][CH:33]=2)[CH:3]=1.[Si:38](Cl)([C:41]([CH3:44])([CH3:43])[CH3:42])([CH3:40])[CH3:39].N1C=CN=C1.O, predict the reaction product. The product is: [Br:1][C:2]1[CH:7]=[CH:6][C:5]([C@H:8]2[N:11]([C:12]3[CH:13]=[CH:14][CH:15]=[CH:16][CH:17]=3)[C:10](=[O:18])[C@@H:9]2[CH2:19][CH2:20][C@H:21]([O:29][Si:38]([C:41]([CH3:44])([CH3:43])[CH3:42])([CH3:40])[CH3:39])[C:22]2[CH:27]=[CH:26][C:25]([F:28])=[CH:24][CH:23]=2)=[C:4]([O:30][CH2:31][C:32]2[CH:33]=[CH:34][CH:35]=[CH:36][CH:37]=2)[CH:3]=1. (2) Given the reactants [CH2:1]([CH:7]([CH2:10][CH2:11][CH2:12][CH2:13][CH2:14][CH2:15][CH2:16][CH3:17])[CH2:8]O)[CH2:2][CH2:3][CH2:4][CH2:5][CH3:6].[BrH:18], predict the reaction product. The product is: [Br:18][CH2:8][CH:7]([CH2:10][CH2:11][CH2:12][CH2:13][CH2:14][CH2:15][CH2:16][CH3:17])[CH2:1][CH2:2][CH2:3][CH2:4][CH2:5][CH3:6]. (3) Given the reactants [F:1][C:2]1[CH:7]=[CH:6][C:5]([N:8]2[CH:13]=[CH:12][C:11]([I:14])=[C:10]([CH:15]=[O:16])[C:9]2=[O:17])=[CH:4][CH:3]=1.[OH:18]P([O-])(O)=O.[Na+].CC(=CC)C.Cl([O-])=O.[Na+].Cl, predict the reaction product. The product is: [F:1][C:2]1[CH:3]=[CH:4][C:5]([N:8]2[CH:13]=[CH:12][C:11]([I:14])=[C:10]([C:15]([OH:18])=[O:16])[C:9]2=[O:17])=[CH:6][CH:7]=1.